Dataset: Catalyst prediction with 721,799 reactions and 888 catalyst types from USPTO. Task: Predict which catalyst facilitates the given reaction. (1) Reactant: [N+:1]([C:4]1[CH:17]=[CH:16][C:7]([CH2:8][S:9][C:10]2[CH:15]=[CH:14][CH:13]=[CH:12][N:11]=2)=[CH:6][CH:5]=1)([O-])=O. Product: [N:11]1[CH:12]=[CH:13][CH:14]=[CH:15][C:10]=1[S:9][CH2:8][C:7]1[CH:16]=[CH:17][C:4]([NH2:1])=[CH:5][CH:6]=1. The catalyst class is: 15. (2) Reactant: [C:1]([O:5][C:6](=[O:26])[NH:7][C@H:8]([C:18]([N:20]1[CH2:24][CH2:23][C@H:22]([F:25])[CH2:21]1)=[O:19])[C@H:9]([C:11]1[CH:16]=[CH:15][C:14]([OH:17])=[CH:13][CH:12]=1)[CH3:10])([CH3:4])([CH3:3])[CH3:2].[H][H]. Product: [C:1]([O:5][C:6](=[O:26])[NH:7][C@H:8]([C:18]([N:20]1[CH2:24][CH2:23][C@H:22]([F:25])[CH2:21]1)=[O:19])[C@H:9]([CH:11]1[CH2:16][CH2:15][CH:14]([OH:17])[CH2:13][CH2:12]1)[CH3:10])([CH3:2])([CH3:3])[CH3:4]. The catalyst class is: 847.